This data is from HIV replication inhibition screening data with 41,000+ compounds from the AIDS Antiviral Screen. The task is: Binary Classification. Given a drug SMILES string, predict its activity (active/inactive) in a high-throughput screening assay against a specified biological target. (1) The result is 0 (inactive). The drug is CC(=O)OCCN(C1=NCCN1)[N+](=Cc1ccc(C#N)cc1)[CH-]c1ccc(C#N)cc1.I. (2) The compound is CC(=O)Nc1ccc(C2=NC(=Cc3ccc(Cl)cc3)C(=O)O2)cc1. The result is 0 (inactive). (3) The compound is O=C(NC1C=Nc2ccc(Cl)cc2NC1=O)c1ccc(Cl)cc1. The result is 0 (inactive). (4) The molecule is CCOC(=O)CC1(O)C(=O)N(Cc2ccccc2)c2ccccc21. The result is 0 (inactive). (5) The drug is C=CCOc1cc(NC(=S)c2sccc2C)ccc1Cl. The result is 1 (active). (6) The molecule is O=C1c2ccccc2C(=O)C1(Br)C(Br)c1ccccc1. The result is 0 (inactive).